This data is from Forward reaction prediction with 1.9M reactions from USPTO patents (1976-2016). The task is: Predict the product of the given reaction. (1) The product is: [NH2:19][C:17]1[CH:16]=[CH:15][C:10]([O:11][CH2:12][CH2:13][OH:14])=[C:9]([N:8]2[C:4]([CH:1]3[CH2:3][CH2:2]3)=[N:5][N:6]=[N:7]2)[CH:18]=1. Given the reactants [CH:1]1([C:4]2[N:8]([C:9]3[CH:18]=[C:17]([N+:19]([O-])=O)[CH:16]=[CH:15][C:10]=3[O:11][CH2:12][CH2:13][OH:14])[N:7]=[N:6][N:5]=2)[CH2:3][CH2:2]1, predict the reaction product. (2) Given the reactants Cl[S:2]([C:5]1[CH:14]=[CH:13][C:12]2[NH:11][C:10](=[O:15])[C:9]3[NH:16][CH:17]=[C:18]([C:19]([OH:21])=[O:20])[C:8]=3[C:7]=2[CH:6]=1)(=[O:4])=[O:3].Cl.[NH2:23][CH:24]1[CH2:29][CH2:28][N:27](C(OC(C)(C)C)=O)[CH2:26][CH2:25]1.C(N(CC)CC)C, predict the reaction product. The product is: [O:15]=[C:10]1[C:9]2[NH:16][CH:17]=[CH:18][C:8]=2[C:7]2[CH:6]=[C:5]([S:2](=[O:3])(=[O:4])[NH:23][CH:24]3[CH2:29][CH2:28][NH:27][CH2:26][CH2:25]3)[CH:14]=[CH:13][C:12]=2[NH:11]1.[CH2:18]([C:19]([O-:21])=[O:20])[CH3:17]. (3) The product is: [CH2:1]([C:3]1[C:11]2[C:6](=[CH:7][C:8]([OH:21])=[CH:9][CH:10]=2)[N:5]([C:15]2[CH:20]=[CH:19][CH:18]=[CH:17][CH:16]=2)[N:4]=1)[CH3:2]. Given the reactants [CH2:1]([C:3]1[C:11]2[C:6](=[CH:7][C:8](B(O)O)=[CH:9][CH:10]=2)[N:5]([C:15]2[CH:20]=[CH:19][CH:18]=[CH:17][CH:16]=2)[N:4]=1)[CH3:2].[OH:21]O, predict the reaction product. (4) Given the reactants [CH3:1][O:2][CH2:3][CH:4]1CCCC[N:5]1[C:10]1[N:15]=[CH:14][N:13]=[C:12]([NH:16][C:17]2[CH:18]=[C:19]([CH2:23][S:24]([NH2:27])(=[O:26])=[O:25])[CH:20]=[CH:21][CH:22]=2)[N:11]=1.ClC1N=CN=C(N[C:36]2[CH:37]=[C:38](CS(N)(=O)=O)[CH:39]=[CH:40][CH:41]=2)N=1.ClC1N=CN=C(N[C:55]2[CH:56]=C(CCS(N)(=O)=O)C=C[CH:60]=2)N=1, predict the reaction product. The product is: [CH2:1]([O:2][CH2:3][C@H:4]1[CH2:56][CH2:55][CH2:60][N:5]1[C:10]1[N:15]=[CH:14][N:13]=[C:12]([NH:16][C:17]2[CH:18]=[C:19]([CH2:23][S:24]([NH2:27])(=[O:25])=[O:26])[CH:20]=[CH:21][CH:22]=2)[N:11]=1)[C:41]1[CH:36]=[CH:37][CH:38]=[CH:39][CH:40]=1. (5) Given the reactants [Cl:1][C:2]1[CH:3]=[CH:4][C:5]2[N:11]([C:12](=[O:30])[C:13]3[CH:18]=[CH:17][C:16]([NH:19][C:20](=[O:28])[C:21]4[CH:26]=[CH:25][CH:24]=[CH:23][C:22]=4[CH3:27])=[CH:15][C:14]=3[CH3:29])[CH2:10][CH2:9][CH2:8][C:7](=[O:31])[C:6]=2[CH:32]=1.O.[BH4-].[Na+].Cl, predict the reaction product. The product is: [Cl:1][C:2]1[CH:3]=[CH:4][C:5]2[N:11]([C:12](=[O:30])[C:13]3[CH:18]=[CH:17][C:16]([NH:19][C:20](=[O:28])[C:21]4[CH:26]=[CH:25][CH:24]=[CH:23][C:22]=4[CH3:27])=[CH:15][C:14]=3[CH3:29])[CH2:10][CH2:9][CH2:8][CH:7]([OH:31])[C:6]=2[CH:32]=1. (6) Given the reactants Br[C:2]1[CH:7]=[CH:6][CH:5]=[CH:4][C:3]=1[CH2:8][CH3:9].C([Li])CCC.C([O:17][B:18](OCC)[O:19]CC)C, predict the reaction product. The product is: [CH2:8]([C:3]1[CH:4]=[CH:5][CH:6]=[CH:7][C:2]=1[B:18]([OH:19])[OH:17])[CH3:9]. (7) The product is: [F:11][C:9]([F:10])([F:12])[C:7]1[CH:6]=[C:5]([C@H:13]2[O:17][C:16](=[O:18])[N:15]([CH2:19][C:20]3[C:25]([C:26]4[S:30][C:29]([C:31]5[CH:39]=[CH:38][C:34]([C:35]([OH:37])=[O:36])=[CH:33][C:32]=5[CH3:40])=[N:28][C:27]=4[C:41]([CH3:44])([CH3:42])[CH3:43])=[CH:24][N:23]=[C:22]([N:56]4[CH2:57][CH:54]([F:53])[CH2:55]4)[N:21]=3)[C@H:14]2[CH3:49])[CH:4]=[C:3]([C:2]([F:1])([F:51])[F:50])[CH:8]=1. Given the reactants [F:1][C:2]([F:51])([F:50])[C:3]1[CH:4]=[C:5]([C@H:13]2[O:17][C:16](=[O:18])[N:15]([CH2:19][C:20]3[C:25]([C:26]4[S:30][C:29]([C:31]5[CH:39]=[CH:38][C:34]([C:35]([OH:37])=[O:36])=[CH:33][C:32]=5[CH3:40])=[N:28][C:27]=4[C:41]([CH3:44])([CH3:43])[CH3:42])=[CH:24][N:23]=[C:22](S(C)(=O)=O)[N:21]=3)[C@H:14]2[CH3:49])[CH:6]=[C:7]([C:9]([F:12])([F:11])[F:10])[CH:8]=1.Cl.[F:53][CH:54]1[CH2:57][NH:56][CH2:55]1.CCN(C(C)C)C(C)C, predict the reaction product. (8) Given the reactants [CH3:1][C:2]1[CH:3]=[C:4]([CH2:11][S:12]([NH2:15])(=[O:14])=[O:13])[CH:5]=[CH:6][C:7]=1[N+:8]([O-])=O.CCO.CC(O)=O, predict the reaction product. The product is: [NH2:8][C:7]1[CH:6]=[CH:5][C:4]([CH2:11][S:12]([NH2:15])(=[O:13])=[O:14])=[CH:3][C:2]=1[CH3:1]. (9) Given the reactants COC(C1N=C2N(CC(N3CC(C)CC(C)C3)=O)C=C(CSC)N2C(=O)C=1O)=O.[Cl:30][C:31]1[CH:32]=[C:33]([CH:38]=[CH:39][CH:40]=1)[C:34]([O:36]O)=[O:35], predict the reaction product. The product is: [Cl:30][C:31]1[CH:32]=[C:33]([CH:38]=[CH:39][CH:40]=1)[C:34]([OH:36])=[O:35]. (10) Given the reactants [Cl-:1].[C:2]([CH2:5][O:6][C:7](=[O:30])[CH2:8][C:9]1[CH:10]=[C:11]([S+:17]2[C:21]3[CH:22]=[CH:23][CH:24]=[CH:25][C:20]=3[C:19]3[CH:26]=[CH:27][CH:28]=[CH:29][C:18]2=3)[CH:12]=[CH:13][C:14]=1[O:15][CH3:16])([OH:4])=[O:3].Br[CH2:32][C:33]([O:35][C:36]([C:39]1[CH:44]=[CH:43][CH:42]=[CH:41][CH:40]=1)([CH3:38])[CH3:37])=[O:34].[I-].[Na+].C(=O)([O-])[O-].[Cs+].[Cs+], predict the reaction product. The product is: [Cl-:1].[CH3:16][O:15][C:14]1[CH:13]=[CH:12][C:11]([S+:17]2[C:18]3[CH:29]=[CH:28][CH:27]=[CH:26][C:19]=3[C:20]3[CH:25]=[CH:24][CH:23]=[CH:22][C:21]2=3)=[CH:10][C:9]=1[CH2:8][C:7](=[O:30])[O:6][CH2:5][C:2](=[O:4])[O:3][CH2:32][C:33](=[O:34])[O:35][C:36]([C:39]1[CH:44]=[CH:43][CH:42]=[CH:41][CH:40]=1)([CH3:37])[CH3:38].